This data is from Catalyst prediction with 721,799 reactions and 888 catalyst types from USPTO. The task is: Predict which catalyst facilitates the given reaction. (1) Reactant: [NH2:1][C:2]1[CH:10]=[CH:9][C:8]([Br:11])=[CH:7][C:3]=1[C:4]([OH:6])=O.[CH3:12][NH2:13].O.[C:15]1([CH3:25])C=CC(S(O)(=O)=O)=C[CH:16]=1.C(OCC)(OCC)(OCC)CC. Product: [Br:11][C:8]1[CH:7]=[C:3]2[C:2](=[CH:10][CH:9]=1)[N:1]=[C:16]([CH2:15][CH3:25])[N:13]([CH3:12])[C:4]2=[O:6]. The catalyst class is: 5. (2) Reactant: C(=O)([O-])[O-].[K+].[K+].C([O:10][CH2:11][C:12]1[O:16][N:15]=[C:14]([C:17]2[CH:22]=[CH:21][C:20]([C:23]([CH3:41])([C:27]3[CH:32]=[CH:31][C:30]([O:33][CH2:34][C:35]4[CH:40]=[CH:39][CH:38]=[CH:37][N:36]=4)=[CH:29][CH:28]=3)[CH:24]([CH3:26])[CH3:25])=[CH:19][CH:18]=2)[N:13]=1)(=O)C. Product: [CH3:41][C:23]([C:20]1[CH:19]=[CH:18][C:17]([C:14]2[N:13]=[C:12]([CH2:11][OH:10])[O:16][N:15]=2)=[CH:22][CH:21]=1)([C:27]1[CH:28]=[CH:29][C:30]([O:33][CH2:34][C:35]2[CH:40]=[CH:39][CH:38]=[CH:37][N:36]=2)=[CH:31][CH:32]=1)[CH:24]([CH3:26])[CH3:25]. The catalyst class is: 72. (3) Reactant: Br.[NH2:2][C:3]1[S:4][C:5]([Br:8])=[CH:6][N:7]=1.[C:9](O[C:9]([O:11][C:12]([CH3:15])([CH3:14])[CH3:13])=[O:10])([O:11][C:12]([CH3:15])([CH3:14])[CH3:13])=[O:10]. Product: [C:12]([O:11][C:9](=[O:10])[NH:2][C:3]1[S:4][C:5]([Br:8])=[CH:6][N:7]=1)([CH3:15])([CH3:14])[CH3:13]. The catalyst class is: 17. (4) Reactant: [CH3:1][O:2][C:3]1[CH:8]=[CH:7][C:6]([S:9]([N:12]2[CH:17]([C:18]([O:20]CC)=[O:19])[CH:16]3[CH2:23][CH:13]2[CH2:14][CH2:15]3)(=[O:11])=[O:10])=[CH:5][CH:4]=1.[OH-].[Na+].Cl. Product: [CH3:1][O:2][C:3]1[CH:8]=[CH:7][C:6]([S:9]([N:12]2[CH:17]([C:18]([OH:20])=[O:19])[CH:16]3[CH2:23][CH:13]2[CH2:14][CH2:15]3)(=[O:11])=[O:10])=[CH:5][CH:4]=1. The catalyst class is: 7. (5) Reactant: [C:1]([O:5][C:6]([C:8]1[CH:13]=[CH:12][C:11]([CH:14](C(OC)=O)[C:15]([O:17]C)=[O:16])=[CH:10][CH:9]=1)=[O:7])([CH3:4])([CH3:3])[CH3:2].CO.[OH-].[Na+]. Product: [C:1]([O:5][C:6]([C:8]1[CH:9]=[CH:10][C:11]([CH2:14][C:15]([OH:17])=[O:16])=[CH:12][CH:13]=1)=[O:7])([CH3:4])([CH3:2])[CH3:3]. The catalyst class is: 1.